Dataset: Forward reaction prediction with 1.9M reactions from USPTO patents (1976-2016). Task: Predict the product of the given reaction. (1) Given the reactants [CH3:1][O:2][C:3]1[CH:4]=[C:5]2[C:10](=[CH:11][C:12]=1[OH:13])[N:9]=[CH:8][CH:7]=[C:6]2[O:14][C:15]1[C:16]([C:23]2[CH:28]=[CH:27][CH:26]=[C:25]([CH3:29])[N:24]=2)=[N:17][C:18]([CH3:22])=[C:19]([CH3:21])[CH:20]=1.C(=O)([O-])[O-].[K+].[K+].[CH2:36]([CH:38]1[O:40][CH2:39]1)Br.O, predict the reaction product. The product is: [CH3:1][O:2][C:3]1[CH:4]=[C:5]2[C:10](=[CH:11][C:12]=1[O:13][CH2:36][CH:38]1[CH2:39][O:40]1)[N:9]=[CH:8][CH:7]=[C:6]2[O:14][C:15]1[C:16]([C:23]2[CH:28]=[CH:27][CH:26]=[C:25]([CH3:29])[N:24]=2)=[N:17][C:18]([CH3:22])=[C:19]([CH3:21])[CH:20]=1. (2) Given the reactants [Cl:1][C:2]([Cl:33])([Cl:32])[CH2:3][O:4][C:5](=[O:31])[NH:6][C:7]1[CH:12]=[CH:11][C:10]([O:13][C:14]2[CH:19]=[CH:18][C:17]([C:20](=[O:29])[NH:21][C:22]3[CH:27]=[CH:26][C:25]([Br:28])=[CH:24][CH:23]=3)=[CH:16][C:15]=2[NH2:30])=[CH:9][CH:8]=1.C([C:36]1[C:37]([N:45]=[CH:46][N:47]([CH3:49])C)=[N:38][C:39]([CH:42]([CH3:44])[CH3:43])=[CH:40][CH:41]=1)#N, predict the reaction product. The product is: [Cl:33][C:2]([Cl:1])([Cl:32])[CH2:3][O:4][C:5](=[O:31])[NH:6][C:7]1[CH:8]=[CH:9][C:10]([O:13][C:14]2[CH:19]=[CH:18][C:17]([C:20](=[O:29])[NH:21][C:22]3[CH:27]=[CH:26][C:25]([Br:28])=[CH:24][CH:23]=3)=[CH:16][C:15]=2[NH:30][C:49]2[C:36]3[CH:41]=[CH:40][C:39]([CH:42]([CH3:43])[CH3:44])=[N:38][C:37]=3[N:45]=[CH:46][N:47]=2)=[CH:11][CH:12]=1.